This data is from Reaction yield outcomes from USPTO patents with 853,638 reactions. The task is: Predict the reaction yield, written as a fraction of the theoretical maximum amount of product (1.0 means a 100% yield; for example, 0.34 means a 34% yield). (1) The reactants are [Cl:1][C:2]1[CH:3]=[CH:4][C:5]([O:12][CH3:13])=[C:6]([S:8](Cl)(=[O:10])=[O:9])[CH:7]=1.[CH3:14][O:15][C:16](=[O:25])[C:17]1[CH:22]=[CH:21][C:20]([OH:23])=[C:19]([NH2:24])[CH:18]=1. The catalyst is N1C=CC=CC=1. The product is [CH3:14][O:15][C:16](=[O:25])[C:17]1[CH:22]=[CH:21][C:20]([OH:23])=[C:19]([NH:24][S:8]([C:6]2[CH:7]=[C:2]([Cl:1])[CH:3]=[CH:4][C:5]=2[O:12][CH3:13])(=[O:10])=[O:9])[CH:18]=1. The yield is 0.810. (2) The product is [C:1]([O:5][C:6]([N:8]1[C:16]2[C:11](=[CH:12][CH:13]=[C:14]([OH:17])[CH:15]=2)[CH:10]=[CH:9]1)=[O:7])([CH3:4])([CH3:2])[CH3:3]. The yield is 0.500. The reactants are [C:1]([O:5][C:6]([N:8]1[C:16]2[C:11](=[CH:12][CH:13]=[C:14]([O:17]C(OC(C)(C)C)=O)[CH:15]=2)[CH:10]=[CH:9]1)=[O:7])([CH3:4])([CH3:3])[CH3:2].N1CCOCC1. The catalyst is ClCCl. (3) The reactants are [CH3:1][S:2]([C:5]1[CH:12]=[CH:11][C:8]([C:9]#[N:10])=[CH:7][CH:6]=1)(=[O:4])=[O:3].[CH3:13][C:14]1[CH:15]=[C:16]([CH:18]=[CH:19][C:20]=1[CH3:21])[NH2:17]. No catalyst specified. The product is [CH3:13][C:14]1[CH:15]=[C:16]([NH:17][C:9]([C:8]2[CH:7]=[CH:6][C:5]([S:2]([CH3:1])(=[O:4])=[O:3])=[CH:12][CH:11]=2)=[NH:10])[CH:18]=[CH:19][C:20]=1[CH3:21]. The yield is 0.450. (4) The reactants are [C:1]([OH:10])(=[O:9])/[CH:2]=[CH:3]\[CH:4]=[CH:5]\[C:6]([OH:8])=[O:7].II. The catalyst is C(OCC)C. The product is [C:1]([OH:10])(=[O:9])/[CH:2]=[CH:3]/[CH:4]=[CH:5]/[C:6]([OH:8])=[O:7]. The yield is 0.840. (5) The reactants are [Cl:1][C:2]1[N:9]=[C:8](Cl)[CH:7]=[CH:6][C:3]=1[C:4]#[N:5].[C:11]1(B(O)O)[C:20]2[C:15](=[CH:16][CH:17]=[CH:18][CH:19]=2)[CH:14]=[CH:13][CH:12]=1.C(=O)([O-])[O-].[Na+].[Na+].O. The catalyst is O1CCOCC1.C1C=CC([P]([Pd]([P](C2C=CC=CC=2)(C2C=CC=CC=2)C2C=CC=CC=2)([P](C2C=CC=CC=2)(C2C=CC=CC=2)C2C=CC=CC=2)[P](C2C=CC=CC=2)(C2C=CC=CC=2)C2C=CC=CC=2)(C2C=CC=CC=2)C2C=CC=CC=2)=CC=1.[Pd]. The product is [Cl:1][C:2]1[N:9]=[C:8]([C:19]2[C:20]3[C:15](=[CH:14][CH:13]=[CH:12][CH:11]=3)[CH:16]=[CH:17][CH:18]=2)[CH:7]=[CH:6][C:3]=1[C:4]#[N:5]. The yield is 0.590. (6) The reactants are [CH3:1][O:2][C:3]([C:5]1[N:6]([CH3:24])[C:7](Br)=[C:8]([C:17]2[CH:22]=[CH:21][N:20]=[CH:19][CH:18]=2)[C:9]=1[C:10]1[CH:15]=[CH:14][C:13]([F:16])=[CH:12][CH:11]=1)=[O:4].[C:42]1([CH3:45])[CH:43]=[CH:44][C:39](P([C:39]2[CH:44]=[CH:43][C:42]([CH3:45])=[CH:41][CH:40]=2)[C:39]2[CH:44]=[CH:43][C:42]([CH3:45])=[CH:41][CH:40]=2)=[CH:40][CH:41]=1.[C:47](=[O:50])([O-])[O-:48].[Na+].[Na+]. The catalyst is C1(C)C=CC=CC=1.C(O)C.O.C1C=CC(/C=C/C(/C=C/C2C=CC=CC=2)=O)=CC=1.C1C=CC(/C=C/C(/C=C/C2C=CC=CC=2)=O)=CC=1.C1C=CC(/C=C/C(/C=C/C2C=CC=CC=2)=O)=CC=1.[Pd].[Pd]. The product is [C:42]1([CH2:45][O:48][C:47]([N:20]2[CH2:19][CH:18]=[C:17]([C:7]3[N:6]([CH3:24])[C:5]([C:3]([O:2][CH3:1])=[O:4])=[C:9]([C:10]4[CH:15]=[CH:14][C:13]([F:16])=[CH:12][CH:11]=4)[C:8]=3[C:17]3[CH:22]=[CH:21][N:20]=[CH:19][CH:18]=3)[CH2:22][CH2:21]2)=[O:50])[CH:41]=[CH:40][CH:39]=[CH:44][CH:43]=1. The yield is 0.460.